Dataset: Full USPTO retrosynthesis dataset with 1.9M reactions from patents (1976-2016). Task: Predict the reactants needed to synthesize the given product. (1) Given the product [NH:6]1[C:7]2[C:12](=[CH:11][CH:10]=[CH:9][CH:8]=2)[C:4]([CH2:3][CH2:2][NH:1][CH2:20][CH2:21][O:22][Si:23]([C:26]([CH3:29])([CH3:28])[CH3:27])([CH3:25])[CH3:24])=[CH:5]1, predict the reactants needed to synthesize it. The reactants are: [NH2:1][CH2:2][CH2:3][C:4]1[C:12]2[C:7](=[CH:8][CH:9]=[CH:10][CH:11]=2)[NH:6][CH:5]=1.C(=O)([O-])[O-].[K+].[K+].Br[CH2:20][CH2:21][O:22][Si:23]([C:26]([CH3:29])([CH3:28])[CH3:27])([CH3:25])[CH3:24]. (2) Given the product [F:1][C:2]1[CH:7]=[C:6]([F:8])[CH:5]=[CH:4][C:3]=1[C:9]1[N:49]=[C:48]([CH:51]2[CH2:56][CH2:55][NH:54][CH2:53][CH2:52]2)[S:50][C:10]=1[C:11]1[CH:12]=[CH:13][C:14]2[N:15]([C:17]([CH:20]([CH3:22])[CH3:21])=[N:18][N:19]=2)[N:16]=1, predict the reactants needed to synthesize it. The reactants are: [F:1][C:2]1[CH:7]=[C:6]([F:8])[CH:5]=[CH:4][C:3]=1[C:9](=O)[CH2:10][C:11]1[CH:12]=[CH:13][C:14]2[N:15]([C:17]([CH:20]([CH3:22])[CH3:21])=[N:18][N:19]=2)[N:16]=1.[Br-].[Br-].[Br-].[NH+]1C=CC=CC=1.[NH+]1C=CC=CC=1.[NH+]1C=CC=CC=1.C(Cl)Cl.[C:48]([CH:51]1[CH2:56][CH2:55][N:54](C(OC(C)(C)C)=O)[CH2:53][CH2:52]1)(=[S:50])[NH2:49]. (3) The reactants are: [CH2:1]([O:8][CH2:9][O:10][CH2:11][C@@H:12]([CH3:20])[CH2:13][CH2:14][CH:15]1[O:18][C:16]1([CH3:19])[CH3:17])[C:2]1[CH:7]=[CH:6][CH:5]=[CH:4][CH:3]=1.[H-].[Al+3].[Li+].[H-].[H-].[H-]. Given the product [CH2:1]([O:8][CH2:9][O:10][CH2:11][C@@H:12]([CH3:20])[CH2:13][CH2:14][CH2:15][C:16]([CH3:19])([OH:18])[CH3:17])[C:2]1[CH:7]=[CH:6][CH:5]=[CH:4][CH:3]=1, predict the reactants needed to synthesize it. (4) Given the product [CH3:39][C:33]1[C:34]2[CH2:38][CH2:37][CH2:36][C:35]=2[N:30]2[N:29]=[C:28](/[CH:5]=[C:6]3\[C@@H:7]4[N:11]([C:12]\3=[O:13])[C:10]([C:14]([OH:16])=[O:15])=[CH:9][S:8]4)[N:40]=[C:31]2[N:32]=1, predict the reactants needed to synthesize it. The reactants are: C(O[CH:5]([C:28]1[N:40]=[C:31]2[N:32]=[C:33]([CH3:39])[C:34]3[CH2:38][CH2:37][CH2:36][C:35]=3[N:30]2[N:29]=1)[C:6]1(Br)[C:12](=[O:13])[N:11]2[C@@H:7]1[S:8][CH:9]=[C:10]2[C:14]([O:16]CC1C=CC([N+]([O-])=O)=CC=1)=[O:15])(=O)C.C(#N)C. (5) Given the product [NH:11]1[CH2:14][CH:13]([C:15]([N:17]2[CH2:23][CH2:22][CH2:21][N:20]([C:24]([O:26][C:27]([CH3:30])([CH3:29])[CH3:28])=[O:25])[CH2:19][CH2:18]2)=[O:16])[CH2:12]1, predict the reactants needed to synthesize it. The reactants are: C(OC([N:11]1[CH2:14][CH:13]([C:15]([N:17]2[CH2:23][CH2:22][CH2:21][N:20]([C:24]([O:26][C:27]([CH3:30])([CH3:29])[CH3:28])=[O:25])[CH2:19][CH2:18]2)=[O:16])[CH2:12]1)=O)C1C=CC=CC=1.N#N. (6) Given the product [CH3:29][O:28][C:20]1[CH:19]=[C:18]([NH:17][C:14]2[N:15]=[N:16][C:11]([CH:9]([NH:8][C:6](=[O:7])[C:5]3[CH:4]=[CH:33][CH:32]=[CH:31][CH:30]=3)[CH3:10])=[CH:12][N:13]=2)[CH:23]=[C:22]([O:24][CH3:25])[C:21]=1[O:26][CH3:27], predict the reactants needed to synthesize it. The reactants are: [N+]([C:4]1[CH:33]=[CH:32][CH:31]=[CH:30][C:5]=1[C:6]([NH:8][CH:9]([C:11]1[N:16]=[N:15][C:14]([NH:17][C:18]2[CH:23]=[C:22]([O:24][CH3:25])[C:21]([O:26][CH3:27])=[C:20]([O:28][CH3:29])[CH:19]=2)=[N:13][CH:12]=1)[CH3:10])=[O:7])([O-])=O.NC(C1N=NC(NC2C=C(OC)C(OC)=C(OC)C=2)=NC=1)C.C(N(CC)CC)C.C(Cl)(=O)C1C=CC=CC=1. (7) The reactants are: [Cl:1][C:2]1[N:11]=[C:10]([O:12][CH3:13])[C:9]2[CH2:8][CH2:7][C@H:6]3[C@H:14]([CH3:21])[C:15](=[O:20])[CH:16]([C:18]#[N:19])[CH2:17][C@:5]3([C:22]3[CH:27]=[CH:26][CH:25]=[CH:24][CH:23]=3)[C:4]=2[N:3]=1.BrN1C(C)(C)C(=O)N(Br)C1=O.N1C=CC=CC=1. Given the product [Cl:1][C:2]1[N:11]=[C:10]([O:12][CH3:13])[C:9]2[CH2:8][CH2:7][C@H:6]3[C@H:14]([CH3:21])[C:15](=[O:20])[C:16]([C:18]#[N:19])=[CH:17][C@:5]3([C:22]3[CH:23]=[CH:24][CH:25]=[CH:26][CH:27]=3)[C:4]=2[N:3]=1, predict the reactants needed to synthesize it. (8) Given the product [CH3:1][O:2][C:3](=[O:10])[C:4]([CH3:9])([CH3:8])[C@@H:5]([OH:7])[CH3:6], predict the reactants needed to synthesize it. The reactants are: [CH3:1][O:2][C:3](=[O:10])[C:4]([CH3:9])([CH3:8])[C:5](=[O:7])[CH3:6].